From a dataset of Forward reaction prediction with 1.9M reactions from USPTO patents (1976-2016). Predict the product of the given reaction. Given the reactants NC(=O)CN[C:5]1[N:10]=[C:9]([NH:11][CH:12]2[CH2:14][CH2:13]2)[C:8]([C:15]([NH2:17])=[O:16])=[C:7]([OH:18])[N:6]=1.OO.[C:22]([O-])([O-])=O.[K+].[K+].C[S:29]([CH3:31])=O, predict the reaction product. The product is: [CH:12]1([NH:11][C:9]2[C:8]([C:15]([NH2:17])=[O:16])=[C:7]([OH:18])[N:6]=[C:5]([S:29][CH2:31][CH3:22])[N:10]=2)[CH2:13][CH2:14]1.